This data is from Reaction yield outcomes from USPTO patents with 853,638 reactions. The task is: Predict the reaction yield, written as a fraction of the theoretical maximum amount of product (1.0 means a 100% yield; for example, 0.34 means a 34% yield). (1) The reactants are [F:1][C:2]1[CH:3]=[C:4]([N:9]2[CH2:13][CH:12]([CH2:14][NH:15][C:16](=[O:18])[CH3:17])[O:11][C:10]2=[O:19])[CH:5]=[CH:6][C:7]=1I.[OH:20][CH2:21][C:22]1[CH:27]=[CH:26][C:25](B(O)O)=[CH:24][CH:23]=1.C(=O)([O-])[O-].[K+].[K+].C(O)C. The catalyst is C1(C)C=CC=CC=1.C1C=CC([P]([Pd]([P](C2C=CC=CC=2)(C2C=CC=CC=2)C2C=CC=CC=2)([P](C2C=CC=CC=2)(C2C=CC=CC=2)C2C=CC=CC=2)[P](C2C=CC=CC=2)(C2C=CC=CC=2)C2C=CC=CC=2)(C2C=CC=CC=2)C2C=CC=CC=2)=CC=1.O. The product is [F:1][C:2]1[CH:3]=[C:4]([N:9]2[CH2:13][CH:12]([CH2:14][NH:15][C:16](=[O:18])[CH3:17])[O:11][C:10]2=[O:19])[CH:5]=[CH:6][C:7]=1[C:25]1[CH:26]=[CH:27][C:22]([CH2:21][OH:20])=[CH:23][CH:24]=1. The yield is 0.940. (2) The reactants are [Br:1][C:2]1[C:3]([CH3:21])=[C:4]([N:8]2[C:17](=[O:18])[C:16]3[C:11](=[C:12]([Cl:19])[CH:13]=[CH:14][CH:15]=3)[NH:10][C:9]2=[O:20])[CH:5]=[CH:6][CH:7]=1.[C:22]([O-])([O-])=O.[Cs+].[Cs+].IC.CCOC(C)=O. The catalyst is CN(C=O)C.O. The product is [Br:1][C:2]1[C:3]([CH3:21])=[C:4]([N:8]2[C:17](=[O:18])[C:16]3[C:11](=[C:12]([Cl:19])[CH:13]=[CH:14][CH:15]=3)[N:10]([CH3:22])[C:9]2=[O:20])[CH:5]=[CH:6][CH:7]=1. The yield is 0.810.